Dataset: Catalyst prediction with 721,799 reactions and 888 catalyst types from USPTO. Task: Predict which catalyst facilitates the given reaction. Reactant: [Br:1][C:2]1[CH:3]=[CH:4][C:5]2[O:16][C:8]3([CH2:13][CH2:12][CH:11]([O:14][CH3:15])[CH2:10][CH2:9]3)[C:7](=[NH:17])[C:6]=2[CH:18]=1.O=[C:20]([CH3:24])[C:21](=[S:23])[NH2:22]. Product: [Br:1][C:2]1[CH:3]=[CH:4][C:5]2[O:16][C:8]3([CH2:9][CH2:10][CH:11]([O:14][CH3:15])[CH2:12][CH2:13]3)[C:7]3([NH:22][C:21](=[S:23])[C:20]([CH3:24])=[N:17]3)[C:6]=2[CH:18]=1. The catalyst class is: 5.